From a dataset of Peptide-MHC class I binding affinity with 185,985 pairs from IEDB/IMGT. Regression. Given a peptide amino acid sequence and an MHC pseudo amino acid sequence, predict their binding affinity value. This is MHC class I binding data. (1) The peptide sequence is IQDEIVAAY. The binding affinity (normalized) is 0.0847. The MHC is HLA-B08:03 with pseudo-sequence HLA-B08:03. (2) The peptide sequence is ERTDLFFPV. The MHC is HLA-A03:01 with pseudo-sequence HLA-A03:01. The binding affinity (normalized) is 0.0847. (3) The peptide sequence is LLGPGRPYK. The MHC is HLA-A03:01 with pseudo-sequence HLA-A03:01. The binding affinity (normalized) is 0.851. (4) The binding affinity (normalized) is 0.116. The peptide sequence is NIRQAGVQY. The MHC is HLA-B44:03 with pseudo-sequence HLA-B44:03. (5) The peptide sequence is MMWDLKKKGL. The MHC is HLA-A02:01 with pseudo-sequence HLA-A02:01. The binding affinity (normalized) is 0.571. (6) The peptide sequence is SLSAYIIRV. The MHC is HLA-B51:01 with pseudo-sequence HLA-B51:01. The binding affinity (normalized) is 0.0185. (7) The peptide sequence is ALADRIYSFP. The MHC is Mamu-A2201 with pseudo-sequence Mamu-A2201. The binding affinity (normalized) is 0.